From a dataset of Buchwald-Hartwig C-N cross coupling reaction yields with 55,370 reactions. Predict the reaction yield, written as a fraction of the theoretical maximum amount of product (1.0 means a 100% yield; for example, 0.34 means a 34% yield). (1) The reactants are COc1ccc(Cl)cc1.Cc1ccc(N)cc1.O=S(=O)(O[Pd]1c2ccccc2-c2ccccc2N~1)C(F)(F)F.COc1ccc(OC)c(P(C(C)(C)C)C(C)(C)C)c1-c1c(C(C)C)cc(C(C)C)cc1C(C)C.CCN=P(N=P(N(C)C)(N(C)C)N(C)C)(N(C)C)N(C)C.CCOC(=O)c1cnoc1C. No catalyst specified. The product is COc1ccc(Nc2ccc(C)cc2)cc1. The yield is 0.0104. (2) The reactants are COc1ccc(Cl)cc1.Cc1ccc(N)cc1.O=S(=O)(O[Pd]1c2ccccc2-c2ccccc2N~1)C(F)(F)F.CC(C)c1cc(C(C)C)c(-c2ccccc2P(C(C)(C)C)C(C)(C)C)c(C(C)C)c1.CN1CCCN2CCCN=C12.c1ccc(-c2ccon2)cc1. No catalyst specified. The product is COc1ccc(Nc2ccc(C)cc2)cc1. The yield is 0.0140.